This data is from Full USPTO retrosynthesis dataset with 1.9M reactions from patents (1976-2016). The task is: Predict the reactants needed to synthesize the given product. Given the product [C:1]12([C:11](=[O:19])[CH2:12][S:13]([C:14]3[S:15][CH:16]=[CH:17][CH:18]=3)=[O:28])[CH2:10][CH:5]3[CH2:6][CH:7]([CH2:9][CH:3]([CH2:4]3)[CH2:2]1)[CH2:8]2, predict the reactants needed to synthesize it. The reactants are: [C:1]12([C:11](=[O:19])[CH2:12][S:13][C:14]3[S:15][CH:16]=[CH:17][CH:18]=3)[CH2:10][CH:5]3[CH2:6][CH:7]([CH2:9][CH:3]([CH2:4]3)[CH2:2]1)[CH2:8]2.C1C=C(Cl)C=C(C(OO)=[O:28])C=1.